Dataset: NCI-60 drug combinations with 297,098 pairs across 59 cell lines. Task: Regression. Given two drug SMILES strings and cell line genomic features, predict the synergy score measuring deviation from expected non-interaction effect. (1) Drug 1: CCCS(=O)(=O)NC1=C(C(=C(C=C1)F)C(=O)C2=CNC3=C2C=C(C=N3)C4=CC=C(C=C4)Cl)F. Drug 2: C1=CC=C(C=C1)NC(=O)CCCCCCC(=O)NO. Cell line: SK-MEL-28. Synergy scores: CSS=24.4, Synergy_ZIP=-4.94, Synergy_Bliss=-8.83, Synergy_Loewe=-19.3, Synergy_HSA=-7.28. (2) Drug 1: C1=NC2=C(N1)C(=S)N=C(N2)N. Drug 2: C1CN1P(=S)(N2CC2)N3CC3. Cell line: COLO 205. Synergy scores: CSS=40.5, Synergy_ZIP=-6.51, Synergy_Bliss=-0.0233, Synergy_Loewe=-18.1, Synergy_HSA=1.19. (3) Drug 1: CC1=C(C=C(C=C1)NC2=NC=CC(=N2)N(C)C3=CC4=NN(C(=C4C=C3)C)C)S(=O)(=O)N.Cl. Drug 2: C1C(C(OC1N2C=NC(=NC2=O)N)CO)O. Cell line: NCI-H522. Synergy scores: CSS=9.14, Synergy_ZIP=-3.64, Synergy_Bliss=-0.920, Synergy_Loewe=-12.9, Synergy_HSA=-0.617. (4) Drug 1: CC1C(C(CC(O1)OC2CC(CC3=C2C(=C4C(=C3O)C(=O)C5=C(C4=O)C(=CC=C5)OC)O)(C(=O)CO)O)N)O.Cl. Drug 2: CN(C)C1=NC(=NC(=N1)N(C)C)N(C)C. Cell line: HT29. Synergy scores: CSS=0.404, Synergy_ZIP=0.203, Synergy_Bliss=-0.954, Synergy_Loewe=-1.78, Synergy_HSA=-1.56. (5) Drug 2: CCC1=C2CN3C(=CC4=C(C3=O)COC(=O)C4(CC)O)C2=NC5=C1C=C(C=C5)O. Drug 1: C1=CC(=CC=C1C#N)C(C2=CC=C(C=C2)C#N)N3C=NC=N3. Cell line: 786-0. Synergy scores: CSS=14.2, Synergy_ZIP=-6.58, Synergy_Bliss=-3.88, Synergy_Loewe=-13.9, Synergy_HSA=-2.63. (6) Drug 1: C1=CC=C(C=C1)NC(=O)CCCCCCC(=O)NO. Drug 2: CC1C(C(CC(O1)OC2CC(CC3=C2C(=C4C(=C3O)C(=O)C5=CC=CC=C5C4=O)O)(C(=O)C)O)N)O. Cell line: COLO 205. Synergy scores: CSS=72.7, Synergy_ZIP=-0.476, Synergy_Bliss=2.27, Synergy_Loewe=-8.04, Synergy_HSA=4.01.